From a dataset of Peptide-MHC class I binding affinity with 185,985 pairs from IEDB/IMGT. Regression. Given a peptide amino acid sequence and an MHC pseudo amino acid sequence, predict their binding affinity value. This is MHC class I binding data. (1) The peptide sequence is RMFKRVFNM. The MHC is HLA-C14:02 with pseudo-sequence HLA-C14:02. The binding affinity (normalized) is 0.321. (2) The peptide sequence is KPKHLYVSM. The MHC is HLA-B27:03 with pseudo-sequence HLA-B27:03. The binding affinity (normalized) is 0.0847. (3) The peptide sequence is FISIYSRPKI. The binding affinity (normalized) is 0.547. The MHC is HLA-A02:01 with pseudo-sequence HLA-A02:01.